This data is from Catalyst prediction with 721,799 reactions and 888 catalyst types from USPTO. The task is: Predict which catalyst facilitates the given reaction. Reactant: Cl[C:2]1[CH:7]=[CH:6][C:5]([CH3:8])=[CH:4][CH:3]=1.[B:9]([O:14]C)(OC)OC.[Li]. Product: [C:5]1([CH3:8])[CH:6]=[CH:7][C:2]([B:9]([C:2]2[CH:7]=[CH:6][C:5]([CH3:8])=[CH:4][CH:3]=2)[OH:14])=[CH:3][CH:4]=1. The catalyst class is: 740.